Dataset: Forward reaction prediction with 1.9M reactions from USPTO patents (1976-2016). Task: Predict the product of the given reaction. (1) Given the reactants N(C(OCC)=O)=NC(OCC)=O.[Cl:13][C:14]1[CH:32]=[CH:31][C:17]([CH2:18][C:19]2[N:20]=[C:21]([OH:30])[C:22]3[N:27]=[C:26]([S:28][CH3:29])[O:25][C:23]=3[N:24]=2)=[CH:16][CH:15]=1.[CH2:33](O)[CH2:34][CH3:35].C(N(CC)CC)C, predict the reaction product. The product is: [Cl:13][C:14]1[CH:32]=[CH:31][C:17]([CH2:18][C:19]2[N:20]=[C:21]([O:30][CH2:33][CH2:34][CH3:35])[C:22]3[N:27]=[C:26]([S:28][CH3:29])[O:25][C:23]=3[N:24]=2)=[CH:16][CH:15]=1. (2) Given the reactants I[C:2]1[CH:16]=[CH:15][C:5]([O:6][CH:7]2[CH:12]3[CH2:13][CH2:14][N:9]([CH2:10][CH2:11]3)[CH2:8]2)=[CH:4][CH:3]=1.[NH2:17][C:18]1[CH:19]=[C:20](B(O)O)[CH:21]=[CH:22][CH:23]=1.[Cl-].C(C1C=CC=C(CCC)C=1[N+]1C=CN(C2C(CCC)=CC=CC=2CCC)C=1)CC.C([O-])([O-])=O.[Na+].[Na+], predict the reaction product. The product is: [N:9]12[CH2:14][CH2:13][CH:12]([CH2:11][CH2:10]1)[CH:7]([O:6][C:5]1[CH:15]=[CH:16][C:2]([C:22]3[CH:21]=[CH:20][CH:19]=[C:18]([NH2:17])[CH:23]=3)=[CH:3][CH:4]=1)[CH2:8]2. (3) Given the reactants [CH3:1][O:2][C:3]1[CH:4]=[CH:5][CH:6]=[C:7]2[C:12]=1[N:11]=[C:10]([C:13]1[CH:18]=[CH:17][CH:16]=[CH:15][C:14]=1[C:19]([F:22])([F:21])[F:20])[NH:9][C:8]2=O.Cl.C(N(CC)CC)C.O=P(Cl)(Cl)[Cl:34], predict the reaction product. The product is: [Cl:34][C:8]1[C:7]2[C:12](=[C:3]([O:2][CH3:1])[CH:4]=[CH:5][CH:6]=2)[N:11]=[C:10]([C:13]2[CH:18]=[CH:17][CH:16]=[CH:15][C:14]=2[C:19]([F:22])([F:21])[F:20])[N:9]=1. (4) Given the reactants [Cl:1][C:2]1[N:7]=[C:6]([NH:8][C:9]2[CH:14]=[CH:13][C:12]([C:15]([CH3:19])([CH3:18])[C:16]#[N:17])=[CH:11][CH:10]=2)[C:5]([C:20]#[C:21][CH2:22][OH:23])=[CH:4][N:3]=1.[F-].C([N+](CCCC)(CCCC)CCCC)CCC, predict the reaction product. The product is: [Cl:1][C:2]1[N:3]=[CH:4][C:5]2[CH:20]=[C:21]([CH2:22][OH:23])[N:8]([C:9]3[CH:10]=[CH:11][C:12]([C:15]([CH3:19])([CH3:18])[C:16]#[N:17])=[CH:13][CH:14]=3)[C:6]=2[N:7]=1. (5) Given the reactants [Cl:1][C:2]1[C:7]([Cl:8])=[CH:6][CH:5]=[CH:4][C:3]=1[N:9]1[CH2:14][CH2:13][N:12]([CH2:15][CH2:16][OH:17])[CH2:11][CH2:10]1.O=CCCCNC(=O)C1C=CC=CC=1, predict the reaction product. The product is: [Cl:1][C:2]1[C:7]([Cl:8])=[CH:6][CH:5]=[CH:4][C:3]=1[N:9]1[CH2:10][CH2:11][N:12]([CH2:15][CH:16]=[O:17])[CH2:13][CH2:14]1. (6) The product is: [NH2:1][C:2]1[C:7]([C:8]2[N:12]=[C:11]([C:13]([O:15][CH2:16][CH2:17][CH2:39][CH3:40])=[O:14])[N:10]([CH3:18])[N:9]=2)=[C:6]([NH:20][C@H:21]([C:24]2[N:25]([CH:36]3[CH2:38][CH2:37]3)[C:26](=[O:35])[C:27]3[C:32]([CH:33]=2)=[CH:31][CH:30]=[CH:29][C:28]=3[Cl:34])[CH2:22][CH3:23])[N:5]=[CH:4][N:3]=1. Given the reactants [NH2:1][C:2]1[C:7]([C:8]2[N:12]=[C:11]([C:13]([O:15][CH2:16][CH3:17])=[O:14])[N:10]([CH3:18])[N:9]=2)=[C:6](Cl)[N:5]=[CH:4][N:3]=1.[NH2:20][C@H:21]([C:24]1[N:25]([CH:36]2[CH2:38][CH2:37]2)[C:26](=[O:35])[C:27]2[C:32]([CH:33]=1)=[CH:31][CH:30]=[CH:29][C:28]=2[Cl:34])[CH2:22][CH3:23].[CH3:39][CH2:40]N(C(C)C)C(C)C, predict the reaction product. (7) The product is: [CH3:1][O:2][C:3]1[CH:4]=[C:5]([CH:24]=[CH:25][C:26]=1[O:27][CH3:28])[CH2:6][N:7]([CH2:18][C:19]([OH:21])=[O:20])[S:8]([C:11]1[CH:12]=[CH:13][C:14]([CH3:17])=[CH:15][CH:16]=1)(=[O:10])=[O:9]. Given the reactants [CH3:1][O:2][C:3]1[CH:4]=[C:5]([CH:24]=[CH:25][C:26]=1[O:27][CH3:28])[CH2:6][N:7]([CH2:18][C:19]([O:21]CC)=[O:20])[S:8]([C:11]1[CH:16]=[CH:15][C:14]([CH3:17])=[CH:13][CH:12]=1)(=[O:10])=[O:9].Cl, predict the reaction product. (8) The product is: [CH:2]([N:5]1[C:7]([CH3:8])=[C:10]([C:11]([O:13][CH2:14][CH3:15])=[O:12])[CH:16]=[N:6]1)([CH3:4])[CH3:3]. Given the reactants Cl.[CH:2]([NH:5][NH2:6])([CH3:4])[CH3:3].[C:7]([C:10](=[C:16]=CN(C)C)[C:11]([O:13][CH2:14][CH3:15])=[O:12])(=O)[CH3:8], predict the reaction product. (9) Given the reactants [F:1][C:2]1[CH:7]=[C:6]([C:8]2[CH:13]=[CH:12][C:11]([F:14])=[CH:10][CH:9]=2)[CH:5]=[C:4]([O:15][CH3:16])[C:3]=1[C:17]1[C:18](=[O:24])[CH2:19][CH2:20][C:21]=1[O:22][CH3:23].C[Si]([N-][Si](C)(C)C)(C)C.[K+].Br[CH2:36][C:37]#[CH:38], predict the reaction product. The product is: [F:1][C:2]1[CH:7]=[C:6]([C:8]2[CH:9]=[CH:10][C:11]([F:14])=[CH:12][CH:13]=2)[CH:5]=[C:4]([O:15][CH3:16])[C:3]=1[C:17]1[C:18](=[O:24])[CH:19]([CH2:38][C:37]#[CH:36])[CH2:20][C:21]=1[O:22][CH3:23].